From a dataset of Full USPTO retrosynthesis dataset with 1.9M reactions from patents (1976-2016). Predict the reactants needed to synthesize the given product. (1) Given the product [NH2:1][C:2]1[N:7]=[C:6]([N:8]2[CH:17]([CH2:18][OH:19])[CH2:16][C:15]3[C:10](=[CH:11][C:12]([C:35]4[CH:36]=[CH:37][C:32]([C:30]([NH:29][CH3:28])=[O:31])=[N:33][CH:34]=4)=[CH:13][CH:14]=3)[CH2:9]2)[CH:5]=[C:4]([N:21]2[CH2:26][CH2:25][N:24]([CH3:27])[CH2:23][CH2:22]2)[N:3]=1, predict the reactants needed to synthesize it. The reactants are: [NH2:1][C:2]1[N:7]=[C:6]([N:8]2[CH:17]([CH2:18][OH:19])[CH2:16][C:15]3[C:10](=[CH:11][C:12](Br)=[CH:13][CH:14]=3)[CH2:9]2)[CH:5]=[C:4]([N:21]2[CH2:26][CH2:25][N:24]([CH3:27])[CH2:23][CH2:22]2)[N:3]=1.[CH3:28][NH:29][C:30]([C:32]1[CH:37]=[CH:36][C:35](B2OC(C)(C)C(C)(C)O2)=[CH:34][N:33]=1)=[O:31]. (2) Given the product [NH2:13][C:8]1[CH:7]=[CH:6][CH:5]=[CH:10][C:9]=1[NH:11][C:32]([C:28]1[CH:27]=[CH:31][NH:30][N:29]=1)=[O:33], predict the reactants needed to synthesize it. The reactants are: C(Cl)CCl.[CH:5]1[CH:6]=[CH:7][C:8]2[N:13](O)N=[N:11][C:9]=2[CH:10]=1.C(C1C=CC(OC)=C(C=1)C(N[C:27]1[C:28]([C:32](O)=[O:33])=[N:29][NH:30][CH:31]=1)=O)(C)(C)C.C1(N)C(N)=CC=CC=1. (3) Given the product [CH2:1]([N:3]1[C:9](=[O:10])[CH2:8][C:7](=[O:14])[NH:6][C:4]1=[O:5])[CH3:2], predict the reactants needed to synthesize it. The reactants are: [CH2:1]([NH:3][C:4]([NH2:6])=[O:5])[CH3:2].[C:7](OCC)(=[O:14])[CH2:8][C:9](OCC)=[O:10].[O-]CC.[Na+]. (4) Given the product [C:21]([C:19]1[CH:20]=[C:15]([N:10]2[CH2:11][CH2:12][N:8]([C:3]3[CH:4]=[N:5][CH:6]=[CH:7][C:2]=3[CH3:1])[C:9]2=[O:13])[CH:16]=[CH:17][C:18]=1[F:24])(=[O:23])[CH3:22], predict the reactants needed to synthesize it. The reactants are: [CH3:1][C:2]1[CH:7]=[CH:6][N:5]=[CH:4][C:3]=1[N:8]1[CH2:12][CH2:11][NH:10][C:9]1=[O:13].Br[C:15]1[CH:16]=[CH:17][C:18]([F:24])=[C:19]([C:21](=[O:23])[CH3:22])[CH:20]=1.N[C@@H]1CCCC[C@H]1N.P([O-])([O-])([O-])=O.[K+].[K+].[K+]. (5) Given the product [CH3:6][O:5][C:4]1[CH:3]=[C:2]([CH:11]=[CH:10][C:7]=1[O:8][CH3:9])[CH2:1][NH:12][C:14]1[S:18][C:17]([NH2:19])=[N:16][N:15]=1, predict the reactants needed to synthesize it. The reactants are: [CH2:1]([NH2:12])[C:2]1[CH:11]=[CH:10][C:7]([O:8][CH3:9])=[C:4]([O:5][CH3:6])[CH:3]=1.Br[C:14]1[S:18][C:17]([NH2:19])=[N:16][N:15]=1.C(=O)([O-])[O-].[K+].[K+].